This data is from Peptide-MHC class II binding affinity with 134,281 pairs from IEDB. The task is: Regression. Given a peptide amino acid sequence and an MHC pseudo amino acid sequence, predict their binding affinity value. This is MHC class II binding data. (1) The peptide sequence is LRNPGYALVAAVIGWML. The MHC is DRB4_0101 with pseudo-sequence DRB4_0103. The binding affinity (normalized) is 0. (2) The peptide sequence is KASNTILPLMALLTP. The MHC is DRB1_1101 with pseudo-sequence DRB1_1101. The binding affinity (normalized) is 0.851. (3) The peptide sequence is KAIKESTGGAYDTYK. The MHC is HLA-DQA10104-DQB10503 with pseudo-sequence HLA-DQA10104-DQB10503. The binding affinity (normalized) is 0.